This data is from Full USPTO retrosynthesis dataset with 1.9M reactions from patents (1976-2016). The task is: Predict the reactants needed to synthesize the given product. Given the product [CH3:1][C@H:2]1[CH2:7][CH2:6][CH2:5][C@@H:4]([CH3:8])[NH:9][C:3]1=[O:12], predict the reactants needed to synthesize it. The reactants are: [CH3:1][C@H:2]1[CH2:7][CH2:6][CH2:5][C@@H:4]([CH3:8])[C:3]1=[N:9]O.C(=O)([O-])[O-:12].[K+].[K+].